From a dataset of Catalyst prediction with 721,799 reactions and 888 catalyst types from USPTO. Predict which catalyst facilitates the given reaction. (1) Reactant: [Cl:1][C:2]1[CH:7]=[CH:6][C:5](B(O)O)=[CH:4][CH:3]=1.C(=O)([O-])[O-].[K+].[K+].Br[C:18]1[CH:26]=[C:25]2[C:21]([C:22]([NH:35][C:36](=[O:40])[CH2:37][CH2:38][CH3:39])=[N:23][N:24]2[CH2:27][O:28][CH2:29][CH2:30][Si:31]([CH3:34])([CH3:33])[CH3:32])=[CH:20][CH:19]=1. Product: [Cl:1][C:2]1[CH:7]=[CH:6][C:5]([C:18]2[CH:26]=[C:25]3[C:21]([C:22]([NH:35][C:36](=[O:40])[CH2:37][CH2:38][CH3:39])=[N:23][N:24]3[CH2:27][O:28][CH2:29][CH2:30][Si:31]([CH3:34])([CH3:32])[CH3:33])=[CH:20][CH:19]=2)=[CH:4][CH:3]=1. The catalyst class is: 155. (2) Reactant: [CH3:1][O:2][CH2:3][CH2:4][NH:5][C:6]1[CH:14]=[CH:13][CH:12]=[C:8]([C:9]([OH:11])=O)[C:7]=1[C:15]([OH:17])=O.Cl.[NH2:19][CH:20]1[CH2:25][CH2:24][C:23](=[O:26])[NH:22][C:21]1=[O:27]. Product: [O:27]=[C:21]1[CH:20]([N:19]2[C:15](=[O:17])[C:7]3[C:8](=[CH:12][CH:13]=[CH:14][C:6]=3[NH:5][CH2:4][CH2:3][O:2][CH3:1])[C:9]2=[O:11])[CH2:25][CH2:24][C:23](=[O:26])[NH:22]1. The catalyst class is: 17. (3) Reactant: ClC1C=CC=C(C(OO)=[O:9])C=1.[CH2:12]([O:19][C:20]([NH:22][C@H:23]1[C@@H:28]([C:29]([O:31][CH3:32])=[O:30])[CH2:27][CH:26]=[CH:25][CH2:24]1)=[O:21])[C:13]1[CH:18]=[CH:17][CH:16]=[CH:15][CH:14]=1. Product: [CH2:12]([O:19][C:20]([NH:22][C@@H:23]1[CH2:24][C@H:25]2[C@H:26]([O:9]2)[CH2:27][C@@H:28]1[C:29]([O:31][CH3:32])=[O:30])=[O:21])[C:13]1[CH:14]=[CH:15][CH:16]=[CH:17][CH:18]=1. The catalyst class is: 2. (4) Reactant: [CH3:1][C:2]1[C:3]([N+:9]([O-:11])=[O:10])=[C:4]([OH:8])[CH:5]=[CH:6][CH:7]=1.C1(O)C=CC=CC=1.C(=O)([O-])[O-].[K+].[K+].[CH3:25][O:26][CH2:27][CH2:28]Br. Product: [CH3:25][O:26][CH2:27][CH2:28][O:8][C:4]1[CH:5]=[CH:6][CH:7]=[C:2]([CH3:1])[C:3]=1[N+:9]([O-:11])=[O:10]. The catalyst class is: 18. (5) Reactant: [O:1]1[C:5]2[CH:6]=[CH:7][C:8]([CH:10]=[O:11])=[CH:9][C:4]=2[CH:3]=[CH:2]1.[C:12]1([Mg]Br)[CH:17]=[CH:16][CH:15]=[CH:14][CH:13]=1.C(OCC)C. Product: [O:1]1[C:5]2[CH:6]=[CH:7][C:8]([CH:10]([C:12]3[CH:17]=[CH:16][CH:15]=[CH:14][CH:13]=3)[OH:11])=[CH:9][C:4]=2[CH:3]=[CH:2]1. The catalyst class is: 1.